The task is: Predict the reactants needed to synthesize the given product.. This data is from Full USPTO retrosynthesis dataset with 1.9M reactions from patents (1976-2016). (1) Given the product [CH3:24][O:23][C:13]1[C:11]2[N:12]=[C:8]([NH:7][C:5](=[O:6])[C:4]3[CH:25]=[CH:26][N:27]=[C:2]([N:38]4[CH2:39][CH2:40][N:35]([CH3:34])[C:36](=[O:41])[CH2:37]4)[CH:3]=3)[S:9][C:10]=2[C:16]([N:17]2[CH2:22][CH2:21][O:20][CH2:19][CH2:18]2)=[CH:15][CH:14]=1, predict the reactants needed to synthesize it. The reactants are: Br[C:2]1[CH:3]=[C:4]([CH:25]=[CH:26][N:27]=1)[C:5]([NH:7][C:8]1[S:9][C:10]2[C:16]([N:17]3[CH2:22][CH2:21][O:20][CH2:19][CH2:18]3)=[CH:15][CH:14]=[C:13]([O:23][CH3:24])[C:11]=2[N:12]=1)=[O:6].C(=O)([O-])[O-].[Cs+].[Cs+].[CH3:34][N:35]1[CH2:40][CH2:39][NH:38][CH2:37][C:36]1=[O:41]. (2) Given the product [CH3:8][C:6]1[N:7]=[C:3]([CH2:2][C:9]#[N:10])[O:4][CH:5]=1, predict the reactants needed to synthesize it. The reactants are: Cl[CH2:2][C:3]1[O:4][CH:5]=[C:6]([CH3:8])[N:7]=1.[C-:9]#[N:10].[K+]. (3) Given the product [CH2:1]([O:8][C@H:9]1[C@H:14]([O:15][CH2:16][C:17]2[CH:22]=[CH:21][CH:20]=[CH:19][CH:18]=2)[C@@H:13]([O:23][CH2:24][C:25]2[CH:26]=[CH:27][CH:28]=[CH:29][CH:30]=2)[C:12]([C:33]2[CH:38]=[CH:37][C:36]([CH:39]3[CH2:41][CH2:40]3)=[C:35]([CH2:42][C:43]3[CH:52]=[CH:51][C:46]4[O:47][CH2:48][CH2:49][O:50][C:45]=4[CH:44]=3)[CH:34]=2)([O:31][CH3:32])[O:11][C:10]1([CH2:55][OH:56])[CH2:53][OH:54])[C:2]1[CH:3]=[CH:4][CH:5]=[CH:6][CH:7]=1, predict the reactants needed to synthesize it. The reactants are: [CH2:1]([O:8][C@H:9]1[C@H:14]([O:15][CH2:16][C:17]2[CH:22]=[CH:21][CH:20]=[CH:19][CH:18]=2)[C@@H:13]([O:23][CH2:24][C:25]2[CH:30]=[CH:29][CH:28]=[CH:27][CH:26]=2)[C:12]([C:33]2[CH:38]=[CH:37][C:36]([CH:39]3[CH2:41][CH2:40]3)=[C:35]([CH2:42][C:43]3[CH:52]=[CH:51][C:46]4[O:47][CH2:48][CH2:49][O:50][C:45]=4[CH:44]=3)[CH:34]=2)([O:31][CH3:32])[O:11][C@@H:10]1[CH:53]=[O:54])[C:2]1[CH:7]=[CH:6][CH:5]=[CH:4][CH:3]=1.[CH2:55]=[O:56].[OH-].[K+]. (4) Given the product [Cl:1][C:2]1[CH:7]=[CH:6][C:5](/[CH:8]=[CH:9]/[C:10]([N:30]2[CH2:31][CH2:32][CH:27]([CH2:26][C:23]3[O:22][C:21]([CH3:20])=[N:25][N:24]=3)[CH2:28][CH2:29]2)=[O:12])=[C:4]([CH2:13][C:14]2[O:18][N:17]=[C:16]([CH3:19])[N:15]=2)[CH:3]=1, predict the reactants needed to synthesize it. The reactants are: [Cl:1][C:2]1[CH:7]=[CH:6][C:5](/[CH:8]=[CH:9]/[C:10]([OH:12])=O)=[C:4]([CH2:13][C:14]2[O:18][N:17]=[C:16]([CH3:19])[N:15]=2)[CH:3]=1.[CH3:20][C:21]1[O:22][C:23]([CH2:26][CH:27]2[CH2:32][CH2:31][NH:30][CH2:29][CH2:28]2)=[N:24][N:25]=1.CCN(C(C)C)C(C)C.C(P1(=O)OP(CCC)(=O)OP(CCC)(=O)O1)CC. (5) Given the product [CH2:2]([O:3][CH2:6][CH2:7][CH2:8][O:9][C:10]1[CH:15]=[CH:14][CH:13]=[CH:12][CH:11]=1)[CH3:1], predict the reactants needed to synthesize it. The reactants are: [CH3:1][CH2:2][O-:3].[Na+].Br[CH2:6][CH2:7][CH2:8][O:9][C:10]1[CH:15]=[CH:14][CH:13]=[CH:12][CH:11]=1.